Dataset: Reaction yield outcomes from USPTO patents with 853,638 reactions. Task: Predict the reaction yield, written as a fraction of the theoretical maximum amount of product (1.0 means a 100% yield; for example, 0.34 means a 34% yield). (1) The reactants are [Cl:1][C:2]1[CH:10]=[CH:9][CH:8]=[CH:7][C:3]=1[C:4]([OH:6])=O.C1C=CC2N(O)N=NC=2C=1.CCN=C=NCCCN(C)C.[CH3:32][C:33]([NH2:36])([CH3:35])[CH3:34]. The catalyst is C1COCC1. The product is [C:33]([NH:36][C:4](=[O:6])[C:3]1[CH:7]=[CH:8][CH:9]=[CH:10][C:2]=1[Cl:1])([CH3:35])([CH3:34])[CH3:32]. The yield is 0.885. (2) The reactants are [C:1]12([CH2:11][CH2:12][NH:13][CH2:14][CH2:15][CH3:16])[CH2:10][CH:5]3[CH2:6][CH:7]([CH2:9][CH:3]([CH2:4]3)[CH2:2]1)[CH2:8]2.[N:17]1[CH:22]=[CH:21][C:20]([CH2:23][CH2:24][CH2:25][CH2:26][C:27]([OH:29])=O)=[CH:19][CH:18]=1.CN1CCOCC1.Cl.C(N=C=NCCCN(C)C)C. The catalyst is CN(C)C=O. The product is [C:1]12([CH2:11][CH2:12][N:13]([CH2:14][CH2:15][CH3:16])[C:27](=[O:29])[CH2:26][CH2:25][CH2:24][CH2:23][C:20]3[CH:19]=[CH:18][N:17]=[CH:22][CH:21]=3)[CH2:8][CH:7]3[CH2:6][CH:5]([CH2:4][CH:3]([CH2:9]3)[CH2:2]1)[CH2:10]2. The yield is 0.330. (3) The reactants are CC(C)([O-])C.[K+].FC(F)(F)C([N:11]1[CH2:15][CH2:14][CH2:13][C:12]1=[O:16])=O.[F:19][C:20]1[CH:27]=[CH:26][C:23]([CH:24]=O)=[CH:22][CH:21]=1. The yield is 0.350. The catalyst is O1CCCC1. The product is [F:19][C:20]1[CH:27]=[CH:26][C:23]([CH2:24][CH:13]2[CH2:14][CH2:15][NH:11][C:12]2=[O:16])=[CH:22][CH:21]=1. (4) The reactants are [H-].[Na+].[C:3]([CH2:5]P(=O)(OCC)OCC)#[N:4].[N+:14]([C:17]1[CH:24]=[CH:23][CH:22]=[CH:21][C:18]=1[CH:19]=O)([O-:16])=[O:15].[Cl-].[NH4+]. The catalyst is CN(C=O)C. The product is [N+:14]([C:17]1[CH:24]=[CH:23][CH:22]=[CH:21][C:18]=1[CH:19]=[CH:5][C:3]#[N:4])([O-:16])=[O:15]. The yield is 0.770.